This data is from Catalyst prediction with 721,799 reactions and 888 catalyst types from USPTO. The task is: Predict which catalyst facilitates the given reaction. (1) Reactant: CC(OC(/N=N/C(OC(C)C)=O)=O)C.[CH:15]1([C:18]2[CH:23]=[CH:22][C:21]([C:24]([C:26]3[CH:31]=[CH:30][N:29]=[CH:28][C:27]=3[OH:32])=[O:25])=[CH:20][CH:19]=2)[CH2:17][CH2:16]1.[CH2:33]([O:40][C@@H:41]1[C@@H:46]([O:47][CH2:48][C:49]2[CH:54]=[CH:53][CH:52]=[CH:51][CH:50]=2)[C@H:45]([O:55][CH2:56][C:57]2[CH:62]=[CH:61][CH:60]=[CH:59][CH:58]=2)[C@@H:44]([CH2:63][O:64][CH2:65][C:66]2[CH:71]=[CH:70][CH:69]=[CH:68][CH:67]=2)[CH2:43][C@@H:42]1O)[C:34]1[CH:39]=[CH:38][CH:37]=[CH:36][CH:35]=1.C1(P(C2C=CC=CC=2)C2C=CC=CC=2)C=CC=CC=1. Product: [CH:15]1([C:18]2[CH:19]=[CH:20][C:21]([C:24]([C:26]3[CH:31]=[CH:30][N:29]=[CH:28][C:27]=3[O:32][C@@H:42]3[CH2:43][C@H:44]([CH2:63][O:64][CH2:65][C:66]4[CH:67]=[CH:68][CH:69]=[CH:70][CH:71]=4)[C@@H:45]([O:55][CH2:56][C:57]4[CH:58]=[CH:59][CH:60]=[CH:61][CH:62]=4)[C@H:46]([O:47][CH2:48][C:49]4[CH:50]=[CH:51][CH:52]=[CH:53][CH:54]=4)[C@H:41]3[O:40][CH2:33][C:34]3[CH:35]=[CH:36][CH:37]=[CH:38][CH:39]=3)=[O:25])=[CH:22][CH:23]=2)[CH2:16][CH2:17]1. The catalyst class is: 11. (2) Reactant: [Cl-].O[NH3+:3].[C:4](=[O:7])([O-])[OH:5].[Na+].[F:9][C:10]1[CH:11]=[C:12]([C:42]2[C:43]([C:48]#[N:49])=[CH:44][CH:45]=[CH:46][CH:47]=2)[CH:13]=[CH:14][C:15]=1[CH2:16][C:17]1[C:18](=[O:41])[N:19]([C@H:30]2[CH2:33][C@@H:32]([O:34][CH:35]([CH3:40])[C:36]([OH:39])([CH3:38])[CH3:37])[CH2:31]2)[C:20]2[N:21]([N:26]=[C:27]([CH3:29])[N:28]=2)[C:22]=1[CH2:23][CH2:24][CH3:25]. Product: [F:9][C:10]1[CH:11]=[C:12]([C:42]2[CH:47]=[CH:46][CH:45]=[CH:44][C:43]=2[C:48]2[NH:3][C:4](=[O:7])[O:5][N:49]=2)[CH:13]=[CH:14][C:15]=1[CH2:16][C:17]1[C:18](=[O:41])[N:19]([C@H:30]2[CH2:33][C@@H:32]([O:34][CH:35]([CH3:40])[C:36]([OH:39])([CH3:37])[CH3:38])[CH2:31]2)[C:20]2[N:21]([N:26]=[C:27]([CH3:29])[N:28]=2)[C:22]=1[CH2:23][CH2:24][CH3:25]. The catalyst class is: 148. (3) Reactant: FC(F)(F)C(O)=O.[CH:8]([C:11]1[S:12][CH:13]=[C:14]([C:16]([N:18]2[CH2:23][C:22]3([CH2:28][CH2:27][N:26]([CH2:29][CH2:30][O:31][C:32]4[CH:49]=[CH:48][CH:47]=[CH:46][C:33]=4[CH2:34][CH2:35][O:36][CH2:37][CH2:38][C:39]([O:41]C(C)(C)C)=[O:40])[CH2:25][CH2:24]3)[O:21][CH2:20][CH2:19]2)=[O:17])[N:15]=1)([CH3:10])[CH3:9]. Product: [CH:8]([C:11]1[S:12][CH:13]=[C:14]([C:16]([N:18]2[CH2:23][C:22]3([CH2:24][CH2:25][N:26]([CH2:29][CH2:30][O:31][C:32]4[CH:49]=[CH:48][CH:47]=[CH:46][C:33]=4[CH2:34][CH2:35][O:36][CH2:37][CH2:38][C:39]([OH:41])=[O:40])[CH2:27][CH2:28]3)[O:21][CH2:20][CH2:19]2)=[O:17])[N:15]=1)([CH3:10])[CH3:9]. The catalyst class is: 2. (4) Reactant: Cl[C:2](=[N:9][OH:10])[C:3]1[CH:8]=[CH:7][CH:6]=[CH:5][CH:4]=1.[CH2:11]([C:16]1[N:17]([CH2:44][CH2:45][CH3:46])[N:18]=[C:19]2[C:28]=1[C:27]1[CH:26]=[CH:25][CH:24]=[CH:23][C:22]=1[N:21]=[C:20]2[N:29]([C:37]([O:39][C:40]([CH3:43])([CH3:42])[CH3:41])=[O:38])[C:30]([O:32][C:33]([CH3:36])([CH3:35])[CH3:34])=[O:31])[CH2:12][CH2:13][C:14]#[CH:15].C(N(CC)CC)C. Product: [C:3]1([C:2]2[CH:15]=[C:14]([CH2:13][CH2:12][CH2:11][C:16]3[N:17]([CH2:44][CH2:45][CH3:46])[N:18]=[C:19]4[C:28]=3[C:27]3[CH:26]=[CH:25][CH:24]=[CH:23][C:22]=3[N:21]=[C:20]4[N:29]([C:30]([O:32][C:33]([CH3:36])([CH3:35])[CH3:34])=[O:31])[C:37]([O:39][C:40]([CH3:42])([CH3:43])[CH3:41])=[O:38])[O:10][N:9]=2)[CH:8]=[CH:7][CH:6]=[CH:5][CH:4]=1. The catalyst class is: 4. (5) Reactant: [Br-].[CH2:2]([N+:4]([CH2:7][CH2:8][OH:9])([CH3:6])[CH3:5])[CH3:3].[F:10][S:11]([N-:14][S:15]([C:18]([F:21])([F:20])[F:19])(=[O:17])=[O:16])(=[O:13])=[O:12].[Li+]. Product: [F:10][S:11]([N-:14][S:15]([C:18]([F:21])([F:19])[F:20])(=[O:16])=[O:17])(=[O:13])=[O:12].[CH2:2]([N+:4]([CH2:7][CH2:8][OH:9])([CH3:6])[CH3:5])[CH3:3]. The catalyst class is: 6. (6) Reactant: [N+:1]([C:4]1[C:5]([C:21]#[N:22])=[N:6][CH:7]=[C:8]([C:10]2[N:14](C3CCCCO3)[N:13]=[CH:12][CH:11]=2)[CH:9]=1)([O-:3])=[O:2].O.C(=O)(O)[O-].[Na+]. Product: [N+:1]([C:4]1[C:5]([C:21]#[N:22])=[N:6][CH:7]=[C:8]([C:10]2[NH:14][N:13]=[CH:12][CH:11]=2)[CH:9]=1)([O-:3])=[O:2]. The catalyst class is: 422. (7) Reactant: Br[CH2:2][C:3]1[C:8]([CH3:9])=[CH:7][CH:6]=[CH:5][C:4]=1[N:10]1[C:14](=[O:15])[N:13]([CH3:16])[N:12]=[N:11]1.[Br:17][C:18]1[CH:23]=[CH:22][C:21]([OH:24])=[C:20]([C:25]([F:28])([F:27])[F:26])[CH:19]=1.C(=O)([O-])[O-].[K+].[K+].C(#N)C. Product: [Br:17][C:18]1[CH:23]=[CH:22][C:21]([O:24][CH2:2][C:3]2[C:8]([CH3:9])=[CH:7][CH:6]=[CH:5][C:4]=2[N:10]2[C:14](=[O:15])[N:13]([CH3:16])[N:12]=[N:11]2)=[C:20]([C:25]([F:26])([F:27])[F:28])[CH:19]=1. The catalyst class is: 6.